Regression. Given two drug SMILES strings and cell line genomic features, predict the synergy score measuring deviation from expected non-interaction effect. From a dataset of NCI-60 drug combinations with 297,098 pairs across 59 cell lines. (1) Drug 1: C1=CN(C=N1)CC(O)(P(=O)(O)O)P(=O)(O)O. Cell line: ACHN. Synergy scores: CSS=41.3, Synergy_ZIP=0.318, Synergy_Bliss=0.149, Synergy_Loewe=-30.5, Synergy_HSA=-2.74. Drug 2: CC1=C(C(=O)C2=C(C1=O)N3CC4C(C3(C2COC(=O)N)OC)N4)N. (2) Drug 1: C1C(C(OC1N2C=NC3=C(N=C(N=C32)Cl)N)CO)O. Drug 2: C#CCC(CC1=CN=C2C(=N1)C(=NC(=N2)N)N)C3=CC=C(C=C3)C(=O)NC(CCC(=O)O)C(=O)O. Cell line: 786-0. Synergy scores: CSS=71.8, Synergy_ZIP=6.99, Synergy_Bliss=-17.3, Synergy_Loewe=39.5, Synergy_HSA=-16.8. (3) Drug 1: CC(CN1CC(=O)NC(=O)C1)N2CC(=O)NC(=O)C2. Drug 2: CN(C)C1=NC(=NC(=N1)N(C)C)N(C)C. Cell line: HT29. Synergy scores: CSS=52.2, Synergy_ZIP=8.74, Synergy_Bliss=11.6, Synergy_Loewe=-4.46, Synergy_HSA=6.80. (4) Synergy scores: CSS=32.2, Synergy_ZIP=-9.52, Synergy_Bliss=-3.79, Synergy_Loewe=-24.1, Synergy_HSA=-5.13. Drug 1: CCC1=C2CN3C(=CC4=C(C3=O)COC(=O)C4(CC)O)C2=NC5=C1C=C(C=C5)O. Drug 2: CN(CCCl)CCCl.Cl. Cell line: M14.